The task is: Predict the product of the given reaction.. This data is from Forward reaction prediction with 1.9M reactions from USPTO patents (1976-2016). (1) The product is: [CH2:11]([O:10][C:8](=[O:9])[C@@H:2]([NH:1][C:18]([O:20][C:21]([CH3:23])([CH3:22])[CH3:24])=[O:19])[CH2:3][CH2:4][CH2:5][OH:6])[C:12]1[CH:17]=[CH:16][CH:15]=[CH:14][CH:13]=1. Given the reactants [NH:1]([C:18]([O:20][C:21]([CH3:24])([CH3:23])[CH3:22])=[O:19])[C@H:2]([C:8]([O:10][CH2:11][C:12]1[CH:17]=[CH:16][CH:15]=[CH:14][CH:13]=1)=[O:9])[CH2:3][CH2:4][C:5](=O)[OH:6].C(N1CCOCC1)C.ClC(OCC(C)C)=O.[BH4-].[Na+].Cl, predict the reaction product. (2) Given the reactants Br[C:2]1[CH:3]=[C:4]([CH:18]=[CH:19][CH:20]=1)[CH2:5][NH:6][C:7](=[O:17])[CH2:8][NH:9][C:10](=[O:16])[O:11][C:12]([CH3:15])([CH3:14])[CH3:13].CC1(C)C(C)(C)OB([C:29]2[CH:34]=[CH:33][C:32]([N:35]3[CH2:40][CH2:39][O:38][CH2:37][CH2:36]3)=[CH:31][CH:30]=2)O1.[C:42](=O)([O-])[O-].[Na+].[Na+].COCCOC, predict the reaction product. The product is: [CH3:42][N:6]([CH2:5][C:4]1[CH:3]=[C:2]([C:29]2[CH:34]=[CH:33][C:32]([N:35]3[CH2:40][CH2:39][O:38][CH2:37][CH2:36]3)=[CH:31][CH:30]=2)[CH:20]=[CH:19][CH:18]=1)[C:7](=[O:17])[CH2:8][NH:9][C:10](=[O:16])[O:11][C:12]([CH3:15])([CH3:14])[CH3:13]. (3) Given the reactants Cl[C:2]1[CH:7]=[CH:6][N:5]=[CH:4][C:3]=1[N+:8]([O-:10])=[O:9].[N:11]1([C:18]([O:20][C:21]([CH3:24])([CH3:23])[CH3:22])=[O:19])[CH2:17][CH2:16][CH2:15][NH:14][CH2:13][CH2:12]1.CCN(C(C)C)C(C)C, predict the reaction product. The product is: [N+:8]([C:3]1[CH:4]=[N:5][CH:6]=[CH:7][C:2]=1[N:14]1[CH2:15][CH2:16][CH2:17][N:11]([C:18]([O:20][C:21]([CH3:24])([CH3:23])[CH3:22])=[O:19])[CH2:12][CH2:13]1)([O-:10])=[O:9]. (4) Given the reactants C[O:2][C:3]1[CH:8]=[CH:7][C:6]([CH2:9][CH2:10][CH2:11][C:12]2[N:13]=[C:14]([C:17]([OH:19])=[O:18])[NH:15][CH:16]=2)=[CH:5][CH:4]=1.B(Br)(Br)Br, predict the reaction product. The product is: [OH:2][C:3]1[CH:8]=[CH:7][C:6]([CH2:9][CH2:10][CH2:11][C:12]2[N:13]=[C:14]([C:17]([OH:19])=[O:18])[NH:15][CH:16]=2)=[CH:5][CH:4]=1.